Dataset: Catalyst prediction with 721,799 reactions and 888 catalyst types from USPTO. Task: Predict which catalyst facilitates the given reaction. (1) Reactant: Cl.[CH3:2][C:3]1[S:4][C:5]([C:8]2[N:12]=[C:11]([C@H:13]3[CH2:18][CH2:17][CH2:16][NH:15][CH2:14]3)[O:10][N:9]=2)=[CH:6][N:7]=1.[F:19][C:20]1[CH:28]=[CH:27][C:23]([C:24](Cl)=[O:25])=[CH:22][CH:21]=1. Product: [F:19][C:20]1[CH:28]=[CH:27][C:23]([C:24]([N:15]2[CH2:16][CH2:17][CH2:18][C@H:13]([C:11]3[O:10][N:9]=[C:8]([C:5]4[S:4][C:3]([CH3:2])=[N:7][CH:6]=4)[N:12]=3)[CH2:14]2)=[O:25])=[CH:22][CH:21]=1. The catalyst class is: 27. (2) Reactant: C1C2C(COC(=O)[NH:17][C@H:18]([C:29](=[O:69])[NH:30][C@H:31]([C:58](=[O:68])[NH:59][C:60]3[CH:65]=[CH:64][C:63]([CH2:66][OH:67])=[CH:62][CH:61]=3)[CH2:32][CH2:33][CH2:34][CH2:35][NH:36][C:37]([C:50]3[CH:55]=[CH:54][C:53]([O:56][CH3:57])=[CH:52][CH:51]=3)([C:44]3[CH:49]=[CH:48][CH:47]=[CH:46][CH:45]=3)[C:38]3[CH:43]=[CH:42][CH:41]=[CH:40][CH:39]=3)[CH2:19][C:20]3[CH:25]=[CH:24][C:23]([N+:26]([O-:28])=[O:27])=[CH:22][CH:21]=3)C3C(=CC=CC=3)C=2C=CC=1.C(NCC)C. Product: [OH:67][CH2:66][C:63]1[CH:62]=[CH:61][C:60]([NH:59][C:58](=[O:68])[C@@H:31]([NH:30][C:29](=[O:69])[C@@H:18]([NH2:17])[CH2:19][C:20]2[CH:25]=[CH:24][C:23]([N+:26]([O-:28])=[O:27])=[CH:22][CH:21]=2)[CH2:32][CH2:33][CH2:34][CH2:35][NH:36][C:37]([C:50]2[CH:55]=[CH:54][C:53]([O:56][CH3:57])=[CH:52][CH:51]=2)([C:38]2[CH:43]=[CH:42][CH:41]=[CH:40][CH:39]=2)[C:44]2[CH:49]=[CH:48][CH:47]=[CH:46][CH:45]=2)=[CH:65][CH:64]=1. The catalyst class is: 1. (3) Reactant: [NH2:1][C:2]1[C:3]([NH:9][C@H:10]2[C@@H:14]3[O:15][C:16]([CH3:19])([CH3:18])[O:17][C@@H:13]3[C@@H:12]([CH2:20][N:21]([CH3:36])[CH2:22][CH2:23][CH2:24][N:25]3[C:33](=[O:34])[C:32]4[C:27](=[CH:28][CH:29]=[CH:30][CH:31]=4)[C:26]3=[O:35])[CH2:11]2)=[N:4][CH:5]=[N:6][C:7]=1[Cl:8].[CH:37]([O-])([O-])OCC. Product: [Cl:8][C:7]1[N:6]=[CH:5][N:4]=[C:3]2[C:2]=1[N:1]=[CH:37][N:9]2[C@H:10]1[C@@H:14]2[O:15][C:16]([CH3:18])([CH3:19])[O:17][C@@H:13]2[C@@H:12]([CH2:20][N:21]([CH3:36])[CH2:22][CH2:23][CH2:24][N:25]2[C:26](=[O:35])[C:27]3[C:32](=[CH:31][CH:30]=[CH:29][CH:28]=3)[C:33]2=[O:34])[CH2:11]1. The catalyst class is: 15.